Dataset: Full USPTO retrosynthesis dataset with 1.9M reactions from patents (1976-2016). Task: Predict the reactants needed to synthesize the given product. (1) Given the product [CH3:1][O:2][C:3](=[O:22])[C:4]1[C:9]([NH:23][CH:24]([CH2:25][OH:26])[CH2:27][CH3:28])=[CH:8][C:7]([CH3:11])=[N:6][C:5]=1[O:12][C:13]1[C:18]([CH3:19])=[CH:17][C:16]([Cl:20])=[CH:15][C:14]=1[CH3:21], predict the reactants needed to synthesize it. The reactants are: [CH3:1][O:2][C:3](=[O:22])[C:4]1[C:9](Cl)=[CH:8][C:7]([CH3:11])=[N:6][C:5]=1[O:12][C:13]1[C:18]([CH3:19])=[CH:17][C:16]([Cl:20])=[CH:15][C:14]=1[CH3:21].[NH2:23][C@@H:24]([CH2:27][CH3:28])[CH2:25][OH:26]. (2) Given the product [N+:51]([C:54]1([CH:55]=[CH:56][CH:57]=[CH:65][CH2:66]1)[CH2:1][C:36]1[CH:35]=[CH:34][N:33]=[CH:38][CH:37]=1)([O-:53])=[O:52], predict the reactants needed to synthesize it. The reactants are: [CH3:1]O.C1N=C(N)C2N=CN([C@@H]3O[C@H](COP(OP(OC[C@H]4O[C@@H]([N:33]5[CH:38]=[C:37](C(N)=O)[CH2:36][CH:35]=[CH:34]5)[C@H](O)[C@@H]4O)(O)=O)(O)=O)[C@@H](O)[C@H]3OP(O)(O)=O)C=2N=1.[N+:51]([C:54]1[CH:66]=[CH:65][C:57](CC2C=CN=CC=2)=[CH:56][CH:55]=1)([O-:53])=[O:52].[OH-].[Na+]. (3) The reactants are: [NH2:1][C:2]1[CH:3]=[C:4]2[C:9](=[CH:10][CH:11]=1)[N:8]=[CH:7][CH:6]=[CH:5]2.[CH:12]1[C:21]2[C:16](=[CH:17][CH:18]=[CH:19][CH:20]=2)[CH:15]=[CH:14][C:13]=1[N:22]=[C:23]=[O:24]. Given the product [CH:12]1[C:21]2[C:16](=[CH:17][CH:18]=[CH:19][CH:20]=2)[CH:15]=[CH:14][C:13]=1[NH:22][C:23]([NH:1][C:2]1[CH:3]=[C:4]2[C:9](=[CH:10][CH:11]=1)[N:8]=[CH:7][CH:6]=[CH:5]2)=[O:24], predict the reactants needed to synthesize it. (4) Given the product [NH:23]1[C:24]2[C:20](=[CH:19][C:18]([C:15]3[N:14]=[C:13]([C:5]4[CH:6]=[CH:7][C:8]([O:9][CH:10]([CH3:12])[CH3:11])=[C:3]([CH:4]=4)[C:1]#[N:2])[O:17][N:16]=3)=[CH:26][CH:25]=2)[CH:21]=[CH:22]1, predict the reactants needed to synthesize it. The reactants are: [C:1]([C:3]1[CH:4]=[C:5]([C:13]2[O:17][N:16]=[C:15]([C:18]3[CH:19]=[C:20]4[C:24](=[CH:25][CH:26]=3)[N:23](C(OC(C)(C)C)=O)[CH:22]=[CH:21]4)[N:14]=2)[CH:6]=[CH:7][C:8]=1[O:9][CH:10]([CH3:12])[CH3:11])#[N:2].O1CCOCC1.Cl.Cl.O1CCOCC1. (5) Given the product [NH2:1][C:2]1[N:7]=[C:6]([NH:8][CH2:9][CH2:10][C:11]2[CH:16]=[CH:15][C:14]([S:17]([NH2:20])(=[O:19])=[O:18])=[CH:13][CH:12]=2)[CH:5]=[C:4]([C:26]2[CH:25]=[CH:24][C:23]([F:22])=[C:28]([F:29])[C:27]=2[F:30])[N:3]=1, predict the reactants needed to synthesize it. The reactants are: [NH2:1][C:2]1[N:7]=[C:6]([NH:8][CH2:9][CH2:10][C:11]2[CH:16]=[CH:15][C:14]([S:17]([NH2:20])(=[O:19])=[O:18])=[CH:13][CH:12]=2)[CH:5]=[C:4](Cl)[N:3]=1.[F:22][C:23]1[C:28]([F:29])=[C:27]([F:30])[CH:26]=[CH:25][C:24]=1B(O)O. (6) Given the product [NH2:1][C@H:2]([CH2:8][OH:9])[CH2:3][CH2:4][CH2:5][CH2:6][NH2:7], predict the reactants needed to synthesize it. The reactants are: [NH2:1][C@H:2]([C:8](O)=[O:9])[CH2:3][CH2:4][CH2:5][CH2:6][NH2:7].S(=O)(=O)(O)O.P(=O)(O)(O)O.[H][H].[OH-].[Na+].